Dataset: Reaction yield outcomes from USPTO patents with 853,638 reactions. Task: Predict the reaction yield, written as a fraction of the theoretical maximum amount of product (1.0 means a 100% yield; for example, 0.34 means a 34% yield). (1) The reactants are [F:1][C:2]1[N:7]=[CH:6][C:5]([CH:8]=[O:9])=[CH:4][CH:3]=1.[CH2:10](O)[CH2:11][OH:12].C1COCC1. The catalyst is C(Cl)(Cl)Cl.C(O)(C)C.O.O.[Cu](Cl)Cl. The product is [O:9]1[CH2:10][CH2:11][O:12][CH:8]1[C:5]1[CH:4]=[CH:3][C:2]([F:1])=[N:7][CH:6]=1. The yield is 0.390. (2) The reactants are Cl.[CH3:2][C:3]1[S:12][C:11]2[NH:10][C:9]3[CH:13]=[CH:14][CH:15]=[CH:16][C:8]=3[N:7]=[C:6]([NH2:17])[C:5]=2[CH:4]=1.[F:18][C:19]([F:35])([F:34])[C:20]1[CH:21]=[C:22]([CH2:26][CH2:27][C@H:28]2[CH2:33]N[CH2:31][CH2:30][NH:29]2)[CH:23]=[CH:24][CH:25]=1.C(N(CC)C(C)C)(C)C.CS(C)=O. The catalyst is C(OCC)(=O)C.O.C1(C)C=CC=CC=1. The product is [F:18][C:19]([F:34])([F:35])[C:20]1[CH:21]=[C:22]([CH2:26][CH2:27][C@@H:28]2[NH:29][CH2:30][CH2:31][N:17]([C:6]3[C:5]4[CH:4]=[C:3]([CH3:2])[S:12][C:11]=4[NH:10][C:9]4[CH:13]=[CH:14][CH:15]=[CH:16][C:8]=4[N:7]=3)[CH2:33]2)[CH:23]=[CH:24][CH:25]=1. The yield is 0.410.